From a dataset of Full USPTO retrosynthesis dataset with 1.9M reactions from patents (1976-2016). Predict the reactants needed to synthesize the given product. (1) The reactants are: [N+:1]1([O-:14])[CH:2]=[CH:3][CH:4]=[C:5]2[C:13]3[C:8](=[CH:9][CH:10]=[CH:11][CH:12]=3)[NH:7][C:6]=12.OO.[CH3:17]C(O)=O. Given the product [CH3:17][C:11]1[CH:12]=[C:13]2[C:8](=[CH:9][CH:10]=1)[NH:7][C:6]1=[N+:1]([O-:14])[CH:2]=[CH:3][CH:4]=[C:5]21, predict the reactants needed to synthesize it. (2) The reactants are: CO.[Cl:3][C:4]1[C:19]([O:20][CH2:21][C:22]2[C:23]([CH3:34])=[C:24]([C:28]3[CH:33]=[CH:32][CH:31]=[CH:30][CH:29]=3)[CH:25]=[CH:26][CH:27]=2)=[CH:18][CH:17]=[C:16]([CH:35]=O)[C:5]=1[O:6][CH2:7][C:8]1[CH:9]=[C:10]([CH:13]=[CH:14][CH:15]=1)[C:11]#[N:12].[NH2:37][C@@H:38]([C:41]([OH:43])=[O:42])[CH2:39][OH:40].C([BH3-])#N.[Na+]. Given the product [Cl:3][C:4]1[C:5]([O:6][CH2:7][C:8]2[CH:15]=[CH:14][CH:13]=[C:10]([C:11]#[N:12])[CH:9]=2)=[C:16]([CH:17]=[CH:18][C:19]=1[O:20][CH2:21][C:22]1[C:23]([CH3:34])=[C:24]([C:28]2[CH:33]=[CH:32][CH:31]=[CH:30][CH:29]=2)[CH:25]=[CH:26][CH:27]=1)[CH2:35][NH:37][C@H:38]([CH2:39][OH:40])[C:41]([OH:43])=[O:42], predict the reactants needed to synthesize it. (3) Given the product [N:3]1([C@@H:9]2[CH2:10][CH2:11][C@H:12]([C:15]3[N:20]=[CH:19][C:18]([NH2:21])=[CH:17][CH:16]=3)[CH2:13][CH2:14]2)[CH2:8][CH2:7][O:6][CH2:5][CH2:4]1.[N:3]1([C@H:9]2[CH2:10][CH2:11][C@H:12]([C:15]3[N:20]=[CH:19][C:18]([NH2:21])=[CH:17][CH:16]=3)[CH2:13][CH2:14]2)[CH2:8][CH2:7][O:6][CH2:5][CH2:4]1, predict the reactants needed to synthesize it. The reactants are: [F-].[K+].[N:3]1([CH:9]2[CH2:14][CH2:13][C:12]([C:15]3[N:20]=[CH:19][C:18]([NH2:21])=[CH:17][CH:16]=3)=[CH:11][CH2:10]2)[CH2:8][CH2:7][O:6][CH2:5][CH2:4]1.C(OCC)C.